This data is from Catalyst prediction with 721,799 reactions and 888 catalyst types from USPTO. The task is: Predict which catalyst facilitates the given reaction. (1) Product: [CH3:1][O:2][C:3]1[CH:4]=[CH:5][C:6]([CH2:7][NH:8][C:9]([C:11]2[N:12]([CH:31]([CH3:33])[CH3:32])[C:13]([CH2:29][OH:30])=[C:14]([C:22]3[CH:23]=[CH:24][C:25]([F:28])=[CH:26][CH:27]=3)[C:15]=2[C:16]2[CH:21]=[CH:20][CH:19]=[CH:18][CH:17]=2)=[O:10])=[CH:34][CH:35]=1. Reactant: [CH3:1][O:2][C:3]1[CH:35]=[CH:34][C:6]([CH2:7][NH:8][C:9]([C:11]2[N:12]([CH:31]([CH3:33])[CH3:32])[C:13]([CH:29]=[O:30])=[C:14]([C:22]3[CH:27]=[CH:26][C:25]([F:28])=[CH:24][CH:23]=3)[C:15]=2[C:16]2[CH:21]=[CH:20][CH:19]=[CH:18][CH:17]=2)=[O:10])=[CH:5][CH:4]=1.C(O[AlH-](OC(C)(C)C)OC(C)(C)C)(C)(C)C.[Li+]. The catalyst class is: 1. (2) Reactant: C([O:3][C:4](=[O:24])/[CH:5]=[CH:6]/[C:7]([N:9]1[C:14]2[CH:15]=[CH:16][CH:17]=[C:18]([CH:19]([CH3:21])[CH3:20])[C:13]=2[O:12][CH:11]([CH2:22][CH3:23])[CH2:10]1)=[O:8])C.[OH-].[Na+].Cl. Product: [CH2:22]([CH:11]1[CH2:10][N:9]([C:7](=[O:8])/[CH:6]=[CH:5]/[C:4]([OH:24])=[O:3])[C:14]2[CH:15]=[CH:16][CH:17]=[C:18]([CH:19]([CH3:20])[CH3:21])[C:13]=2[O:12]1)[CH3:23]. The catalyst class is: 107. (3) Reactant: [CH3:1][O-:2].[Na+].[Na].Br[C:6]1[S:10][C:9]([NH2:11])=[N:8][C:7]=1[CH3:12]. Product: [CH3:1][O:2][C:6]1[S:10][C:9]([NH2:11])=[N:8][C:7]=1[CH3:12]. The catalyst class is: 5. (4) Reactant: C(OC(=O)[NH:7][C:8]1[C:17]2[C:12](=[CH:13][CH:14]=[CH:15][CH:16]=2)[C:11]([O:18][C:19]2[CH:24]=[CH:23][N:22]=[C:21]([NH:25][C:26]3[CH:31]=[C:30]([C:32]#[C:33][Si:34]([CH:41]([CH3:43])[CH3:42])([CH:38]([CH3:40])[CH3:39])[CH:35]([CH3:37])[CH3:36])[CH:29]=[C:28]([C:44](=[O:54])[NH:45][CH2:46][CH2:47][N:48]4[CH2:53][CH2:52][O:51][CH2:50][CH2:49]4)[CH:27]=3)[CH:20]=2)=[CH:10][CH:9]=1)(C)(C)C.C(O)(C(F)(F)F)=O. Product: [NH2:7][C:8]1[C:17]2[C:12](=[CH:13][CH:14]=[CH:15][CH:16]=2)[C:11]([O:18][C:19]2[CH:24]=[CH:23][N:22]=[C:21]([NH:25][C:26]3[CH:27]=[C:28]([CH:29]=[C:30]([C:32]#[C:33][Si:34]([CH:41]([CH3:43])[CH3:42])([CH:38]([CH3:40])[CH3:39])[CH:35]([CH3:37])[CH3:36])[CH:31]=3)[C:44]([NH:45][CH2:46][CH2:47][N:48]3[CH2:49][CH2:50][O:51][CH2:52][CH2:53]3)=[O:54])[CH:20]=2)=[CH:10][CH:9]=1. The catalyst class is: 2. (5) Reactant: [S:1]1[CH2:5][CH2:4][CH2:3][CH2:2]1.[Br:6][CH2:7][C:8](=[O:13])[C:9]([CH3:12])([CH3:11])[CH3:10]. Product: [Br-:6].[O:13]=[C:8]([C:9]([CH3:12])([CH3:11])[CH3:10])[CH2:7][S+:1]1[CH2:5][CH2:4][CH2:3][CH2:2]1. The catalyst class is: 21. (6) Reactant: [C:1]([NH:4][CH2:5][C:6]([OH:8])=O)(=[O:3])[CH3:2].C1N=CN(C(N2C=NC=C2)=O)C=1.[CH3:21][O:22][C:23]1[CH:32]=[C:31]([N+:33]([O-:35])=[O:34])[CH:30]=[CH:29][C:24]=1[C:25]([NH:27][NH2:28])=[O:26]. Product: [CH3:21][O:22][C:23]1[CH:32]=[C:31]([N+:33]([O-:35])=[O:34])[CH:30]=[CH:29][C:24]=1[C:25]([NH:27][NH:28][C:6](=[O:8])[CH2:5][NH:4][C:1](=[O:3])[CH3:2])=[O:26]. The catalyst class is: 3. (7) Reactant: [O:1]1[C:6]2[CH:7]=[CH:8][C:9]([CH:11]=O)=[CH:10][C:5]=2[O:4][CH2:3][CH2:2]1.[C:13]([OH:19])(=[O:18])[CH2:14]C(O)=O.C([O-])(=O)C.[NH4+:24]. Product: [NH2:24][CH:11]([C:9]1[CH:8]=[CH:7][C:6]2[O:1][CH2:2][CH2:3][O:4][C:5]=2[CH:10]=1)[CH2:14][C:13]([OH:19])=[O:18]. The catalyst class is: 14. (8) Reactant: [NH:1]1[CH2:6][CH2:5][CH2:4][CH2:3][CH2:2]1.[Br:7][C:8]1[S:12][C:11]([S:13](Cl)(=[O:15])=[O:14])=[CH:10][CH:9]=1.C(N(CC)CC)C. Product: [Br:7][C:8]1[S:12][C:11]([S:13]([N:1]2[CH2:6][CH2:5][CH2:4][CH2:3][CH2:2]2)(=[O:15])=[O:14])=[CH:10][CH:9]=1. The catalyst class is: 334. (9) Reactant: [S:1]1[C:5]2[CH:6]=[CH:7][CH:8]=[CH:9][C:4]=2[N:3]=[C:2]1[C:10]1[CH:11]=[C:12]([S:15](Cl)(=[O:17])=[O:16])[S:13][CH:14]=1.[CH2:19]([O:21][C:22](=[O:30])[CH2:23][C:24]1[N:25]=[C:26]([NH2:29])[S:27][CH:28]=1)[CH3:20]. Product: [CH2:19]([O:21][C:22](=[O:30])[CH2:23][C:24]1[N:25]=[C:26]([NH:29][S:15]([C:12]2[S:13][CH:14]=[C:10]([C:2]3[S:1][C:5]4[CH:6]=[CH:7][CH:8]=[CH:9][C:4]=4[N:3]=3)[CH:11]=2)(=[O:17])=[O:16])[S:27][CH:28]=1)[CH3:20]. The catalyst class is: 17.